Dataset: Full USPTO retrosynthesis dataset with 1.9M reactions from patents (1976-2016). Task: Predict the reactants needed to synthesize the given product. (1) Given the product [CH3:26][O:25][C:19]1[CH:18]=[C:17]([CH2:16][CH2:15][CH2:14][C:4]2[N:3]=[C:2]([NH:27][NH2:28])[CH:7]=[C:6]([N:8]3[CH2:13][CH2:12][O:11][CH2:10][CH2:9]3)[N:5]=2)[CH:22]=[CH:21][C:20]=1[O:23][CH3:24], predict the reactants needed to synthesize it. The reactants are: Cl[C:2]1[CH:7]=[C:6]([N:8]2[CH2:13][CH2:12][O:11][CH2:10][CH2:9]2)[N:5]=[C:4]([CH2:14][CH2:15][CH2:16][C:17]2[CH:22]=[CH:21][C:20]([O:23][CH3:24])=[C:19]([O:25][CH3:26])[CH:18]=2)[N:3]=1.[NH2:27][NH2:28]. (2) Given the product [CH3:1][C:2]1([CH3:3])[CH:7]([C:8]([O:10][CH2:11][CH3:12])=[O:9])[CH2:13][C:14](=[S:50])[NH:4]1, predict the reactants needed to synthesize it. The reactants are: [CH3:1][C:2]([CH:7]([CH2:13][C:14](OCC)=O)[C:8]([O:10][CH2:11][CH3:12])=[O:9])([N+:4]([O-])=O)[CH3:3].C(N(CC)CC)C.[H][H].CC1(C)C(C(OCC)=O)CC(=O)N1.COC1C=CC(P2(SP(C3C=CC(OC)=CC=3)(=S)S2)=[S:50])=CC=1. (3) Given the product [Cl:19][C:14]1[CH:13]=[C:12]([CH:17]=[CH:16][C:15]=1[Cl:18])[CH2:11][N:9]1[CH2:10][CH:7]([CH2:6][NH:5][C:3](=[O:4])[CH2:2][NH:1][S:27]([C:26]2[CH:25]=[CH:14][C:13]([O:35][CH3:34])=[CH:12][CH:11]=2)(=[O:29])=[O:28])[CH2:8]1, predict the reactants needed to synthesize it. The reactants are: [NH2:1][CH2:2][C:3]([NH:5][CH2:6][CH:7]1[CH2:10][N:9]([CH2:11][C:12]2[CH:17]=[CH:16][C:15]([Cl:18])=[C:14]([Cl:19])[CH:13]=2)[CH2:8]1)=[O:4].C(N([CH2:25][CH3:26])CC)C.[S:27](Cl)(Cl)(=[O:29])=[O:28].CN(C)[CH:34]=[O:35]. (4) Given the product [CH3:15][O:14][N:13]([CH3:12])[C:5](=[O:7])[C:4]1[CH:8]=[CH:9][CH:10]=[N:11][C:3]=1[O:2][CH3:1], predict the reactants needed to synthesize it. The reactants are: [CH3:1][O:2][C:3]1[N:11]=[CH:10][CH:9]=[CH:8][C:4]=1[C:5]([OH:7])=O.[CH3:12][NH:13][O:14][CH3:15].CN(C(ON1N=NC2C=CC=NC1=2)=[N+](C)C)C.F[P-](F)(F)(F)(F)F.CCN(C(C)C)C(C)C.